This data is from NCI-60 drug combinations with 297,098 pairs across 59 cell lines. The task is: Regression. Given two drug SMILES strings and cell line genomic features, predict the synergy score measuring deviation from expected non-interaction effect. (1) Drug 1: CCCS(=O)(=O)NC1=C(C(=C(C=C1)F)C(=O)C2=CNC3=C2C=C(C=N3)C4=CC=C(C=C4)Cl)F. Drug 2: CCN(CC)CCNC(=O)C1=C(NC(=C1C)C=C2C3=C(C=CC(=C3)F)NC2=O)C. Cell line: NCI-H322M. Synergy scores: CSS=-17.5, Synergy_ZIP=4.64, Synergy_Bliss=-6.62, Synergy_Loewe=-12.3, Synergy_HSA=-12.8. (2) Drug 1: C1=C(C(=O)NC(=O)N1)F. Drug 2: CN1C(=O)N2C=NC(=C2N=N1)C(=O)N. Cell line: SN12C. Synergy scores: CSS=25.4, Synergy_ZIP=1.78, Synergy_Bliss=0.931, Synergy_Loewe=-6.15, Synergy_HSA=1.36. (3) Drug 1: CN(C)C1=NC(=NC(=N1)N(C)C)N(C)C. Drug 2: B(C(CC(C)C)NC(=O)C(CC1=CC=CC=C1)NC(=O)C2=NC=CN=C2)(O)O. Cell line: MALME-3M. Synergy scores: CSS=-0.116, Synergy_ZIP=-0.575, Synergy_Bliss=0.179, Synergy_Loewe=-16.9, Synergy_HSA=-5.42. (4) Cell line: UACC62. Drug 1: CN(CCCl)CCCl.Cl. Synergy scores: CSS=2.62, Synergy_ZIP=-3.49, Synergy_Bliss=-1.29, Synergy_Loewe=-9.15, Synergy_HSA=-1.94. Drug 2: CC(C)NC(=O)C1=CC=C(C=C1)CNNC.Cl. (5) Drug 1: C1=CC(=CC=C1CCC2=CNC3=C2C(=O)NC(=N3)N)C(=O)NC(CCC(=O)O)C(=O)O. Drug 2: CN(C)N=NC1=C(NC=N1)C(=O)N. Cell line: CCRF-CEM. Synergy scores: CSS=37.6, Synergy_ZIP=-6.43, Synergy_Bliss=-10.8, Synergy_Loewe=-14.1, Synergy_HSA=-7.05.